Predict the product of the given reaction. From a dataset of Forward reaction prediction with 1.9M reactions from USPTO patents (1976-2016). (1) Given the reactants Br[CH:2]([C:6]1[CH:11]=[CH:10][C:9]([Cl:12])=[C:8]([S:13]([CH3:16])(=[O:15])=[O:14])[CH:7]=1)[C:3](=O)[CH3:4].[NH2:17][C:18]([NH2:20])=[S:19], predict the reaction product. The product is: [Cl:12][C:9]1[CH:10]=[CH:11][C:6]([C:2]2[S:19][C:18]([NH2:20])=[N:17][C:3]=2[CH3:4])=[CH:7][C:8]=1[S:13]([CH3:16])(=[O:15])=[O:14]. (2) Given the reactants [Br:1][C:2]1[C:3]([C:10]([OH:12])=O)=[N:4][C:5]([S:8][CH3:9])=[N:6][CH:7]=1.[F:13][C:14]1([F:27])[O:19][C:18]2[CH:20]=[CH:21][C:22]([NH2:24])=[CH:23][C:17]=2[O:16][C:15]1([F:26])[F:25].CCN=C=NCCCN(C)C.ON1C2C=CC=CC=2N=N1.C(N(C(C)C)CC)(C)C, predict the reaction product. The product is: [Br:1][C:2]1[C:3]([C:10]([NH:24][C:22]2[CH:21]=[CH:20][C:18]3[O:19][C:14]([F:27])([F:13])[C:15]([F:25])([F:26])[O:16][C:17]=3[CH:23]=2)=[O:12])=[N:4][C:5]([S:8][CH3:9])=[N:6][CH:7]=1. (3) The product is: [NH2:1][C:2](=[O:38])[CH2:3][C:4]1([NH:18][C:19]([C:21]2[CH:26]=[CH:25][C:24]([CH:27]3[CH2:29][CH2:28]3)=[C:23]([CH2:30][C:31]3[CH:32]=[CH:33][C:34]([F:37])=[CH:35][CH:36]=3)[N:22]=2)=[O:20])[CH2:5][NH:6][CH2:7]1. Given the reactants [NH2:1][C:2](=[O:38])[CH2:3][C:4]1([NH:18][C:19]([C:21]2[CH:26]=[CH:25][C:24]([CH:27]3[CH2:29][CH2:28]3)=[C:23]([CH2:30][C:31]3[CH:36]=[CH:35][C:34]([F:37])=[CH:33][CH:32]=3)[N:22]=2)=[O:20])[CH2:7][N:6](C(OCC2C=CC=CC=2)=O)[CH2:5]1, predict the reaction product.